From a dataset of Full USPTO retrosynthesis dataset with 1.9M reactions from patents (1976-2016). Predict the reactants needed to synthesize the given product. The reactants are: [O:1]1[CH2:6][CH2:5][N:4]([C:7]2[CH:12]=[CH:11][C:10]([N:13]3[CH2:18][CH2:17][O:16][CH2:15][CH2:14]3)=[CH:9][C:8]=2[N+:19]([O-])=O)[CH2:3][CH2:2]1. Given the product [O:1]1[CH2:6][CH2:5][N:4]([C:7]2[CH:12]=[CH:11][C:10]([N:13]3[CH2:14][CH2:15][O:16][CH2:17][CH2:18]3)=[CH:9][C:8]=2[NH2:19])[CH2:3][CH2:2]1, predict the reactants needed to synthesize it.